Dataset: Full USPTO retrosynthesis dataset with 1.9M reactions from patents (1976-2016). Task: Predict the reactants needed to synthesize the given product. (1) Given the product [C:20]([O:23][C:24]([NH:1][C:2]1[C:6]2=[N:7][CH:8]=[C:9]([CH2:11][CH2:12][CH3:13])[CH:10]=[C:5]2[O:4][C:3]=1[C:14]([O:16][CH2:17][CH3:18])=[O:15])=[O:25])([CH3:22])([CH3:21])[CH3:19], predict the reactants needed to synthesize it. The reactants are: [NH2:1][C:2]1[C:6]2=[N:7][CH:8]=[C:9]([CH2:11][CH2:12][CH3:13])[CH:10]=[C:5]2[O:4][C:3]=1[C:14]([O:16][CH2:17][CH3:18])=[O:15].[CH3:19][C:20]([O:23][C:24](O[C:24]([O:23][C:20]([CH3:22])([CH3:21])[CH3:19])=[O:25])=[O:25])([CH3:22])[CH3:21]. (2) Given the product [CH3:13][O:14][C:3]1[C:8]([N+:9]([O-:11])=[O:10])=[CH:7][C:6]([CH3:12])=[CH:5][N:4]=1, predict the reactants needed to synthesize it. The reactants are: [Na].Cl[C:3]1[C:8]([N+:9]([O-:11])=[O:10])=[CH:7][C:6]([CH3:12])=[CH:5][N:4]=1.[CH3:13][OH:14]. (3) Given the product [C:33]([NH:1][C:2]1[CH:3]=[CH:4][C:5]([CH:8]2[C:17]([CH3:18])([CH3:19])[CH2:16][C:15]3[C:10](=[CH:11][CH:12]=[C:13]([C:20]([O:22][CH3:23])=[O:21])[CH:14]=3)[NH:9]2)=[CH:6][CH:7]=1)(=[O:37])[CH:34]([CH3:36])[CH3:35], predict the reactants needed to synthesize it. The reactants are: [NH2:1][C:2]1[CH:7]=[CH:6][C:5]([CH:8]2[C:17]([CH3:19])([CH3:18])[CH2:16][C:15]3[C:10](=[CH:11][CH:12]=[C:13]([C:20]([O:22][CH3:23])=[O:21])[CH:14]=3)[NH:9]2)=[CH:4][CH:3]=1.C(N(CC)C(C)C)(C)C.[C:33](Cl)(=[O:37])[CH:34]([CH3:36])[CH3:35]. (4) Given the product [F:9][C:7]1([F:10])[O:6][C:5]2[CH:11]=[CH:12][C:2]([NH:1][CH2:15][C:14]#[CH:13])=[CH:3][C:4]=2[O:8]1, predict the reactants needed to synthesize it. The reactants are: [NH2:1][C:2]1[CH:12]=[CH:11][C:5]2[O:6][C:7]([F:10])([F:9])[O:8][C:4]=2[CH:3]=1.[CH2:13](Br)[C:14]#[CH:15]. (5) Given the product [N:14]1[CH:13]=[CH:12][C:11](/[CH:10]=[CH:9]/[S:6]([NH2:5])(=[O:7])=[O:8])=[CH:16][CH:15]=1, predict the reactants needed to synthesize it. The reactants are: C([NH:5][S:6](/[CH:9]=[CH:10]/[C:11]1[CH:16]=[CH:15][N:14]=[CH:13][CH:12]=1)(=[O:8])=[O:7])(C)(C)C. (6) The reactants are: Cl[C:2]1[N:7]=[CH:6][N:5]([CH2:8][C:9]2[CH:14]=[CH:13][C:12]([Cl:15])=[CH:11][CH:10]=2)[C:4](=[O:16])[N:3]=1.C(=O)([O-])[O-].[K+].[K+].[F:23][C:24]1[CH:29]=[CH:28][C:27]([N:30]2[CH2:35][CH2:34][CH:33]([NH2:36])[CH2:32][CH2:31]2)=[CH:26][CH:25]=1. Given the product [Cl:15][C:12]1[CH:13]=[CH:14][C:9]([CH2:8][N:5]2[CH:6]=[N:7][C:2]([NH:36][CH:33]3[CH2:34][CH2:35][N:30]([C:27]4[CH:28]=[CH:29][C:24]([F:23])=[CH:25][CH:26]=4)[CH2:31][CH2:32]3)=[N:3][C:4]2=[O:16])=[CH:10][CH:11]=1, predict the reactants needed to synthesize it. (7) Given the product [Si:1]([O:8][C@H:9]([C@@H:16]([OH:18])[CH3:17])[C@H:10]([CH3:15])/[CH:11]=[C:12](\[I:14])/[CH3:13])([C:4]([CH3:6])([CH3:7])[CH3:5])([CH3:3])[CH3:2], predict the reactants needed to synthesize it. The reactants are: [Si:1]([O:8][C@H:9]([C@@H:16]([O:18]CC1C=CC(OC)=CC=1)[CH3:17])[C@H:10]([CH3:15])/[CH:11]=[C:12](\[I:14])/[CH3:13])([C:4]([CH3:7])([CH3:6])[CH3:5])([CH3:3])[CH3:2].O.ClC1C(=O)C(C#N)=C(C#N)C(=O)C=1Cl.C([O-])(O)=O.[Na+]. (8) The reactants are: [N:1]([CH2:4][C@@H:5]([C:7]1[CH:12]=[CH:11][C:10]([NH:13][S:14]([CH3:17])(=[O:16])=[O:15])=[CH:9][CH:8]=1)[OH:6])=[N+]=[N-]. Given the product [NH2:1][CH2:4][C@@H:5]([C:7]1[CH:8]=[CH:9][C:10]([NH:13][S:14]([CH3:17])(=[O:16])=[O:15])=[CH:11][CH:12]=1)[OH:6], predict the reactants needed to synthesize it. (9) The reactants are: C(OC(=O)[NH:7][C@@H:8]([CH3:40])[C:9]([N:11]1[CH2:16][CH2:15][CH:14]([CH2:17][CH2:18][N:19]2[C:27]([S:28][C:29]3[C:37]([Br:38])=[CH:36][C:32]4[O:33][CH2:34][O:35][C:31]=4[CH:30]=3)=[N:26][C:25]3[C:20]2=[N:21][CH:22]=[N:23][C:24]=3[NH2:39])[CH2:13][CH2:12]1)=[O:10])(C)(C)C.C(O)(C(F)(F)F)=O. Given the product [NH2:7][C@@H:8]([CH3:40])[C:9]([N:11]1[CH2:12][CH2:13][CH:14]([CH2:17][CH2:18][N:19]2[C:27]([S:28][C:29]3[C:37]([Br:38])=[CH:36][C:32]4[O:33][CH2:34][O:35][C:31]=4[CH:30]=3)=[N:26][C:25]3[C:20]2=[N:21][CH:22]=[N:23][C:24]=3[NH2:39])[CH2:15][CH2:16]1)=[O:10], predict the reactants needed to synthesize it.